This data is from Reaction yield outcomes from USPTO patents with 853,638 reactions. The task is: Predict the reaction yield, written as a fraction of the theoretical maximum amount of product (1.0 means a 100% yield; for example, 0.34 means a 34% yield). The reactants are [Cl:1][C:2]1[N:10](CC=C)[C:9]2[C:8](=[O:14])[NH:7][C:6](=[O:15])[N:5]([CH2:16][CH2:17][CH:18]([CH3:20])[CH3:19])[C:4]=2[N:3]=1.N1CCOCC1.Cl.C(OCC)C. The catalyst is C1COCC1.C1C=CC([P]([Pd]([P](C2C=CC=CC=2)(C2C=CC=CC=2)C2C=CC=CC=2)([P](C2C=CC=CC=2)(C2C=CC=CC=2)C2C=CC=CC=2)[P](C2C=CC=CC=2)(C2C=CC=CC=2)C2C=CC=CC=2)(C2C=CC=CC=2)C2C=CC=CC=2)=CC=1. The product is [Cl:1][C:2]1[NH:10][C:9]2[C:8](=[O:14])[NH:7][C:6](=[O:15])[N:5]([CH2:16][CH2:17][CH:18]([CH3:20])[CH3:19])[C:4]=2[N:3]=1. The yield is 0.560.